Dataset: Full USPTO retrosynthesis dataset with 1.9M reactions from patents (1976-2016). Task: Predict the reactants needed to synthesize the given product. (1) Given the product [CH3:25][C:26]([CH3:30])([CH3:29])[C:27]#[C:28][C:2]1[CH:23]=[CH:22][C:5]([C:6]([NH:8][S:9]([C:12]2[CH:17]=[CH:16][CH:15]=[CH:14][C:13]=2[S:18](=[O:21])(=[O:20])[NH2:19])(=[O:11])=[O:10])=[O:7])=[C:4]([F:24])[CH:3]=1, predict the reactants needed to synthesize it. The reactants are: Br[C:2]1[CH:23]=[CH:22][C:5]([C:6]([NH:8][S:9]([C:12]2[CH:17]=[CH:16][CH:15]=[CH:14][C:13]=2[S:18](=[O:21])(=[O:20])[NH2:19])(=[O:11])=[O:10])=[O:7])=[C:4]([F:24])[CH:3]=1.[CH3:25][C:26]([CH3:30])([CH3:29])[C:27]#[CH:28].C(NC(C)C)(C)C. (2) Given the product [Cl:1][C:2]1[CH:3]=[CH:4][C:5]([S:8][C:9]2[O:13][C:12]([C:14]3[CH:19]=[CH:18][C:17]([F:20])=[CH:16][CH:15]=3)=[N:11][C:10]=2[CH:21]([O:23][C:31]2[CH:32]=[CH:33][C:28]([C:24]([O:26][CH3:27])=[O:25])=[CH:29][CH:30]=2)[CH3:22])=[N:6][CH:7]=1, predict the reactants needed to synthesize it. The reactants are: [Cl:1][C:2]1[CH:3]=[CH:4][C:5]([S:8][C:9]2[O:13][C:12]([C:14]3[CH:19]=[CH:18][C:17]([F:20])=[CH:16][CH:15]=3)=[N:11][C:10]=2[CH:21]([OH:23])[CH3:22])=[N:6][CH:7]=1.[C:24]([C:28]1[CH:33]=[CH:32][C:31](O)=[CH:30][CH:29]=1)([O:26][CH3:27])=[O:25]. (3) Given the product [C:22]([N:26]1[C:30]([NH:31][C:32](=[O:37])[C:33]([F:36])([F:34])[F:35])=[CH:29][C:28]([CH:38]2[CH2:41][C:40]([C:2]3[CH:9]=[CH:8][CH:7]=[C:4]([C:5]#[N:6])[CH:3]=3)([OH:42])[CH2:39]2)=[N:27]1)([CH3:25])([CH3:23])[CH3:24], predict the reactants needed to synthesize it. The reactants are: Br[C:2]1[CH:3]=[C:4]([CH:7]=[CH:8][CH:9]=1)[C:5]#[N:6].CC(C)=O.C(=O)=O.[Li]CCCC.[C:22]([N:26]1[C:30]([NH:31][C:32](=[O:37])[C:33]([F:36])([F:35])[F:34])=[CH:29][C:28]([CH:38]2[CH2:41][C:40](=[O:42])[CH2:39]2)=[N:27]1)([CH3:25])([CH3:24])[CH3:23]. (4) Given the product [NH2:25][C:26]1[CH:31]=[C:30]([C:2]2[CH:11]=[CH:10][C:9]3[N:8]=[CH:7][C:6]4[N:12]([CH2:23][CH3:24])[C:13](=[O:22])[N:14]([C:15]5[C:16]([CH3:21])=[N:17][N:18]([CH3:20])[CH:19]=5)[C:5]=4[C:4]=3[CH:3]=2)[CH:29]=[N:28][CH:27]=1, predict the reactants needed to synthesize it. The reactants are: Br[C:2]1[CH:11]=[CH:10][C:9]2[N:8]=[CH:7][C:6]3[N:12]([CH2:23][CH3:24])[C:13](=[O:22])[N:14]([C:15]4[C:16]([CH3:21])=[N:17][N:18]([CH3:20])[CH:19]=4)[C:5]=3[C:4]=2[CH:3]=1.[NH2:25][C:26]1[CH:27]=[N:28][CH:29]=[C:30](B2OC(C)(C)C(C)(C)O2)[CH:31]=1. (5) Given the product [NH2:11][C@H:12]1[CH2:17][CH2:16][N:15]([C:18]([O:20][C:21]([CH3:24])([CH3:23])[CH3:22])=[O:19])[CH2:14][C@H:13]1[NH:25][C:26]([O:28][CH2:29][CH2:30][Si:31]([CH3:34])([CH3:33])[CH3:32])=[O:27], predict the reactants needed to synthesize it. The reactants are: C(OC([NH:11][C@H:12]1[CH2:17][CH2:16][N:15]([C:18]([O:20][C:21]([CH3:24])([CH3:23])[CH3:22])=[O:19])[CH2:14][C@H:13]1[NH:25][C:26]([O:28][CH2:29][CH2:30][Si:31]([CH3:34])([CH3:33])[CH3:32])=[O:27])=O)C1C=CC=CC=1.[H][H].